From a dataset of Drug-target binding data from BindingDB using Ki measurements. Regression. Given a target protein amino acid sequence and a drug SMILES string, predict the binding affinity score between them. We predict pKi (pKi = -log10(Ki in M); higher means stronger inhibition). Dataset: bindingdb_ki. The compound is CCC(C)[C@H](NC(=O)[C@@H]1CCCN1C(=O)[C@@H](N)Cc1ccc(O)cc1)C(=O)N[C@@H](CCCCN)C(=O)N1CCC[C@H]1C(=O)N[C@@H](CCC(=O)O)C(=O)N[C@@H](C)C(=O)N1CCC[C@H]1C(=O)NCC(=O)N[C@@H](CCC(=O)O)C(=O)N[C@@H](CC(=O)O)C(=O)N[C@@H](C)C(=O)N[C@@H](CO)C(=O)N1CCC[C@H]1C(=O)N[C@@H](CCC(=O)O)C(=O)N[C@@H](CCC(=O)O)C(=O)N[C@@H](CC(C)C)C(=O)N[C@@H](CC(N)=O)C(=O)N[C@@H](CCCN=C(N)N)C(=O)N[C@@H](Cc1ccc(O)cc1)C(=O)N[C@@H](Cc1ccc(O)cc1)C(=O)N[C@@H](C)C(=O)N[C@@H](CO)C(=O)N[C@@H](CC(C)C)C(=O)N[C@@H](CCCN=C(N)N)C(=O)N[C@@H](Cc1c[nH]cn1)C(=O)N[C@@H](Cc1ccc(O)cc1)C(=O)N[C@@H](CC(C)C)C(=O)N[C@@H](CC(N)=O)C(=O)N[C@@H](CC(C)C)C(=O)N[C@@H](CC(C)C)C(=O)N[C@H](C(=O)N[C@@H](CCCN=C(N)N)C(=O)N1CCC[C@H]1C(=O)N[C@@H](CCCN=C(N)N)C(=O)N[C@@H](Cc1ccc(O)cc1)C(=O)O)[C@@H](C)O. The target protein sequence is MNASVLDPLGNNSSHLNFSEKNSQILQFEDEDCHVPLAMVFTLALAYGTVIILGVSGNLALIVIILKQKEMRNVTNILIVNLSFSDLLVTIMCLPFTFVYTLMDHWIFGEAMCKLNPFVQCASITVSVFSLVLIAIERHQLIINPRGWRPNNRHAYMGIAAIWVLATASSLPFLIYHVLTDEPFRNITFDEYKDKYVCLDLFPLDTARLSYTTTLLVIQYFGPLCFIFICYLKIYFRLKKRSNMMDKMRDSKYRSSETKRINIMLISIVVAFAVCWLPLTIFNIVFDWNHEILPVATCSHNLLFLICHLTAMISTCVNPIFYGFLNKNFQRDLQFLFHFCHFRSREEDYETIAMSTMHTDVSKTSLKQASPVAFKKINSDDDDKI. The pKi is 7.4.